From a dataset of Reaction yield outcomes from USPTO patents with 853,638 reactions. Predict the reaction yield, written as a fraction of the theoretical maximum amount of product (1.0 means a 100% yield; for example, 0.34 means a 34% yield). (1) The reactants are [OH-].[Li+].[CH2:3]([O:7][C:8]1[CH:13]=[CH:12][C:11]([S:14]([NH:17][CH2:18][C@H:19]([N:24]2[CH2:29][CH2:28][N:27]([S:30]([CH3:33])(=[O:32])=[O:31])[CH2:26][CH2:25]2)[C:20]([O:22]C)=[O:21])(=[O:16])=[O:15])=[CH:10][CH:9]=1)[C:4]#[C:5][CH3:6]. The catalyst is O1CCCC1. The product is [CH2:3]([O:7][C:8]1[CH:9]=[CH:10][C:11]([S:14]([NH:17][CH2:18][C@H:19]([N:24]2[CH2:25][CH2:26][N:27]([S:30]([CH3:33])(=[O:31])=[O:32])[CH2:28][CH2:29]2)[C:20]([OH:22])=[O:21])(=[O:16])=[O:15])=[CH:12][CH:13]=1)[C:4]#[C:5][CH3:6]. The yield is 0.890. (2) The reactants are [NH2:1][C@@H:2]([CH2:6][CH2:7][C@H:8]([NH2:30])[CH2:9][C@@H:10]1[C@@H:14]([OH:15])[C@@H:13]([O:16]CC#C)[C@H:12]([N:20]2[CH:28]=[N:27][C:26]3[C:21]2=[N:22][CH:23]=[N:24][C:25]=3[NH2:29])[O:11]1)[C:3]([OH:5])=[O:4].O=C1O[C@H]([C@H](CO)O)C([O-])=C1O.[Na+].[N-]=[N+]=[N-].C(#N)C.O.C(O)(C(F)(F)F)=O. The catalyst is O.CN(C=O)C.S([O-])([O-])(=O)=O.[Cu+2].CO.O.CC(O)=O. The product is [CH:23]1[N:24]=[C:25]([NH2:29])[C:26]2[N:27]=[CH:28][N:20]([C@@H:12]3[O:11][C@H:10]([CH2:9][C@@H:8]([NH2:30])[CH2:7][CH2:6][C@H:2]([NH2:1])[C:3]([OH:5])=[O:4])[C@@H:14]([OH:15])[C@H:13]3[OH:16])[C:21]=2[N:22]=1. The yield is 0.130. (3) The reactants are Br[C:2]1[CH:3]=[C:4]([Si:8]([C:21]2[CH:26]=[CH:25][CH:24]=[C:23]([Br:27])[CH:22]=2)([C:15]2[CH:20]=[CH:19][CH:18]=[CH:17][CH:16]=2)[C:9]2[CH:14]=[CH:13][CH:12]=[CH:11][CH:10]=2)[CH:5]=[CH:6][CH:7]=1.[CH2:28]1[C:36]23[CH:37]=[CH:38][CH:39]=[CH:40][C:35]2=CO[C:32]3=[C:31]([C:41]2[CH:42]=[C:43](B3OC(C)(C)C(C)(C)O3)[CH:44]=[CH:45][CH:46]=2)[CH:30]=[CH:29]1.[C:56]([O-:59])([O-])=O.[K+].[K+]. The catalyst is C1(C)C=CC=CC=1.O.C1C=CC([P]([Pd]([P](C2C=CC=CC=2)(C2C=CC=CC=2)C2C=CC=CC=2)([P](C2C=CC=CC=2)(C2C=CC=CC=2)C2C=CC=CC=2)[P](C2C=CC=CC=2)(C2C=CC=CC=2)C2C=CC=CC=2)(C2C=CC=CC=2)C2C=CC=CC=2)=CC=1. The product is [Br:27][C:23]1[CH:22]=[C:21]([Si:8]([C:4]2[CH:3]=[C:2]([C:45]3[CH:44]=[CH:43][CH:42]=[C:41]([C:31]4[C:32]5[O:59][C:56]6[CH:37]=[CH:38][CH:39]=[CH:40][C:35]=6[C:36]=5[CH:28]=[CH:29][CH:30]=4)[CH:46]=3)[CH:7]=[CH:6][CH:5]=2)([C:15]2[CH:16]=[CH:17][CH:18]=[CH:19][CH:20]=2)[C:9]2[CH:10]=[CH:11][CH:12]=[CH:13][CH:14]=2)[CH:26]=[CH:25][CH:24]=1. The yield is 0.600. (4) The reactants are [O:1]=[C:2]1[NH:8][C:7]2[CH:9]=[CH:10][C:11]([C:13]([O:15][CH3:16])=[O:14])=[CH:12][C:6]=2[CH2:5][NH:4][CH2:3]1.Br[C:18]1[CH:23]=[CH:22][CH:21]=[CH:20][CH:19]=1.CC(C)([O-])C.[Na+]. The catalyst is O1CCOCC1. The product is [O:1]=[C:2]1[NH:8][C:7]2[CH:9]=[CH:10][C:11]([C:13]([O:15][CH3:16])=[O:14])=[CH:12][C:6]=2[CH2:5][N:4]([C:18]2[CH:23]=[CH:22][CH:21]=[CH:20][CH:19]=2)[CH2:3]1. The yield is 0.170. (5) The reactants are [CH3:1][N:2]([CH3:21])[C@@H:3]([CH3:20])[C:4]([N:6]1[C:14]2[C:9](=[CH:10][C:11]([O:18][CH3:19])=[C:12]([N+:15]([O-])=O)[CH:13]=2)[CH2:8][CH2:7]1)=[O:5]. The catalyst is C(OCC)(=O)C.[Pd]. The product is [CH3:1][N:2]([CH3:21])[C@@H:3]([CH3:20])[C:4]([N:6]1[C:14]2[C:9](=[CH:10][C:11]([O:18][CH3:19])=[C:12]([NH2:15])[CH:13]=2)[CH2:8][CH2:7]1)=[O:5]. The yield is 0.760. (6) The reactants are C(OC([NH:8][C:9]1[C:17]([O:18][C:19]([F:22])([F:21])[F:20])=[CH:16][CH:15]=[CH:14][C:10]=1[C:11]([OH:13])=[O:12])=O)(C)(C)C. The catalyst is C(O)(C(F)(F)F)=O.C(Cl)Cl. The product is [NH2:8][C:9]1[C:17]([O:18][C:19]([F:20])([F:21])[F:22])=[CH:16][CH:15]=[CH:14][C:10]=1[C:11]([OH:13])=[O:12]. The yield is 0.710. (7) The reactants are [NH:1]1[C:5]2([CH2:10][CH2:9][O:8][CH2:7][CH2:6]2)[CH2:4][CH2:3][CH:2]1[C:11]([O:13][CH2:14][CH3:15])=[O:12].[CH3:16][O:17][C:18]([NH:20][C@H:21]([C:25](Cl)=[O:26])[CH:22]([CH3:24])[CH3:23])=[O:19]. The catalyst is ClCCl.[Ag]C#N. The product is [CH3:16][O:17][C:18]([NH:20][C@H:21]([C:25]([N:1]1[C:5]2([CH2:6][CH2:7][O:8][CH2:9][CH2:10]2)[CH2:4][CH2:3][CH:2]1[C:11]([O:13][CH2:14][CH3:15])=[O:12])=[O:26])[CH:22]([CH3:23])[CH3:24])=[O:19]. The yield is 0.200.